Predict which catalyst facilitates the given reaction. From a dataset of Catalyst prediction with 721,799 reactions and 888 catalyst types from USPTO. (1) Reactant: O[CH2:2][C:3]1[C:8]([CH3:9])=[CH:7][N:6]=[C:5]([NH:10][C:11]2[S:12][C:13]([C:16]#[N:17])=[CH:14][N:15]=2)[CH:4]=1.CN(C)C=O.P(Cl)(Cl)([Cl:25])=O. Product: [Cl:25][CH2:2][C:3]1[C:8]([CH3:9])=[CH:7][N:6]=[C:5]([NH:10][C:11]2[S:12][C:13]([C:16]#[N:17])=[CH:14][N:15]=2)[CH:4]=1. The catalyst class is: 4. (2) The catalyst class is: 84. Reactant: [OH:1][C:2]1[CH:7]=[C:6]([O:8][CH3:9])[CH:5]=[CH:4][C:3]=1[C:10]([C:12]1[CH:17]=[CH:16][C:15]([OH:18])=[CH:14][CH:13]=1)=O.[C:19](OC(=O)C)(=[O:21])[CH3:20].C(N(CC)CC)C.[F:33][C:34]([F:46])([F:45])[C:35]1[CH:40]=[CH:39][C:38]([CH2:41][C:42]([OH:44])=O)=[CH:37][CH:36]=1. Product: [C:19]([O:18][C:15]1[CH:16]=[CH:17][C:12]([C:10]2[C:3]3[C:2](=[CH:7][C:6]([O:8][CH3:9])=[CH:5][CH:4]=3)[O:1][C:42](=[O:44])[C:41]=2[C:38]2[CH:37]=[CH:36][C:35]([C:34]([F:33])([F:46])[F:45])=[CH:40][CH:39]=2)=[CH:13][CH:14]=1)(=[O:21])[CH3:20]. (3) Reactant: [Br:1][C:2]1[CH:3]=[C:4]([CH:32]=[CH:33][CH:34]=1)[CH2:5][N:6]1[CH:11]=[CH:10][CH:9]=[C:8]([C:12]([NH:14][C@@H:15]([CH2:20][CH2:21][CH2:22][NH:23][C:24]([O:26][C:27]([CH3:30])([CH3:29])[CH3:28])=[O:25])[C:16]([O:18]C)=[O:17])=[O:13])[C:7]1=[O:31].[OH-].[Na+]. Product: [Br:1][C:2]1[CH:3]=[C:4]([CH:32]=[CH:33][CH:34]=1)[CH2:5][N:6]1[CH:11]=[CH:10][CH:9]=[C:8]([C:12]([NH:14][C@@H:15]([CH2:20][CH2:21][CH2:22][NH:23][C:24]([O:26][C:27]([CH3:30])([CH3:28])[CH3:29])=[O:25])[C:16]([OH:18])=[O:17])=[O:13])[C:7]1=[O:31]. The catalyst class is: 1. (4) Reactant: [C:1]([C:4]1[N:5]=[C:6]([C:16]2[C:21]([CH3:22])=[CH:20][N:19]=[C:18]([NH:23][C:24](=[O:26])[CH3:25])[CH:17]=2)[O:7][C:8]=1[C:9]1[CH:14]=[CH:13][CH:12]=[CH:11][C:10]=1[Cl:15])(=O)[CH3:2].C[N:28]([CH:30](OC)OC)C.O.[NH2:36]N. Product: [Cl:15][C:10]1[CH:11]=[CH:12][CH:13]=[CH:14][C:9]=1[C:8]1[O:7][C:6]([C:16]2[C:21]([CH3:22])=[CH:20][N:19]=[C:18]([NH:23][C:24](=[O:26])[CH3:25])[CH:17]=2)=[N:5][C:4]=1[C:1]1[CH:2]=[CH:30][NH:28][N:36]=1. The catalyst class is: 11. (5) Reactant: [C:1]([NH:5][C:6]([C:8]1([C:15]2[CH:20]=[CH:19][CH:18]=[CH:17][C:16]=2[F:21])[CH2:13][CH2:12][N:11](C)[CH2:10][CH2:9]1)=[O:7])([CH3:4])([CH3:3])[CH3:2].ClC(OC(Cl)C)=O. Product: [C:1]([NH:5][C:6]([C:8]1([C:15]2[CH:20]=[CH:19][CH:18]=[CH:17][C:16]=2[F:21])[CH2:13][CH2:12][NH:11][CH2:10][CH2:9]1)=[O:7])([CH3:4])([CH3:2])[CH3:3]. The catalyst class is: 11. (6) Reactant: [Cl:1][C:2]1[N:10]=[C:9]2[C:5]([N:6]=[C:7]([CH:13]=O)[N:8]2[CH2:11][CH3:12])=[C:4]([N:15]2[CH2:20][CH2:19][O:18][CH2:17][CH2:16]2)[N:3]=1.[CH:21]12[NH:29][CH:25]([CH2:26][NH:27][CH2:28]1)[CH2:24][O:23][CH2:22]2.C(O[BH-](OC(=O)C)OC(=O)C)(=O)C.[Na+].O. Product: [Cl:1][C:2]1[N:10]=[C:9]2[C:5]([N:6]=[C:7]([CH2:13][N:27]3[CH2:28][CH:21]4[NH:29][CH:25]([CH2:24][O:23][CH2:22]4)[CH2:26]3)[N:8]2[CH2:11][CH3:12])=[C:4]([N:15]2[CH2:16][CH2:17][O:18][CH2:19][CH2:20]2)[N:3]=1. The catalyst class is: 26. (7) Reactant: [N:1]1[N:2]([CH2:6][CH2:7][O:8][C:9]2[CH:14]=[CH:13][C:12]([N+:15]([O-])=O)=[CH:11][CH:10]=2)[N:3]=[CH:4][CH:5]=1.NC1C=CC=CC=1. Product: [N:1]1[N:2]([CH2:6][CH2:7][O:8][C:9]2[CH:14]=[CH:13][C:12]([NH2:15])=[CH:11][CH:10]=2)[N:3]=[CH:4][CH:5]=1. The catalyst class is: 45. (8) Reactant: [C:1]1([C@H:11]([NH:13][CH2:14][C@@H:15]2[C@@H:19]([C:20]3[CH:25]=[CH:24][CH:23]=[CH:22][CH:21]=3)[CH2:18][N:17]([C:26](=[O:31])[C:27]([F:30])([F:29])[F:28])[CH2:16]2)[CH3:12])[C:10]2[C:5](=[CH:6][CH:7]=[CH:8][CH:9]=2)[CH:4]=[CH:3][CH:2]=1.[ClH:32].C(OCC)(=O)C. Product: [ClH:32].[C:1]1([C@H:11]([NH:13][CH2:14][C@@H:15]2[C@@H:19]([C:20]3[CH:21]=[CH:22][CH:23]=[CH:24][CH:25]=3)[CH2:18][N:17]([C:26](=[O:31])[C:27]([F:28])([F:29])[F:30])[CH2:16]2)[CH3:12])[C:10]2[C:5](=[CH:6][CH:7]=[CH:8][CH:9]=2)[CH:4]=[CH:3][CH:2]=1. The catalyst class is: 175. (9) Reactant: [H-].[Na+].[CH2:3]([N:10]1[CH2:15][CH2:14][CH:13]([N:16]([CH2:24][C:25]2[N:26]=[CH:27][NH:28][CH:29]=2)[C:17](=[O:23])[O:18][C:19]([CH3:22])([CH3:21])[CH3:20])[CH2:12][CH2:11]1)[C:4]1[CH:9]=[CH:8][CH:7]=[CH:6][CH:5]=1.[CH3:30][Si:31]([CH3:38])([CH3:37])[CH2:32][CH2:33][O:34][CH2:35]Cl.C(OCC)(=O)C. Product: [CH2:3]([N:10]1[CH2:15][CH2:14][CH:13]([N:16]([CH2:24][C:25]2[N:26]=[CH:27][N:28]([CH2:35][O:34][CH2:33][CH2:32][Si:31]([CH3:38])([CH3:37])[CH3:30])[CH:29]=2)[C:17](=[O:23])[O:18][C:19]([CH3:22])([CH3:21])[CH3:20])[CH2:12][CH2:11]1)[C:4]1[CH:5]=[CH:6][CH:7]=[CH:8][CH:9]=1. The catalyst class is: 18. (10) Reactant: [I:1]C.[CH3:3][NH:4][C@:5]12[C@H:13]3[CH2:14][C@H:10]([CH2:11][CH2:12]3)[C@H:9]1[CH2:8][CH2:7][CH2:6]2.[CH3:15]COCC. Product: [IH:1].[CH3:3][N:4]([CH3:15])[C@:5]12[C@H:13]3[CH2:14][C@H:10]([CH2:11][CH2:12]3)[C@H:9]1[CH2:8][CH2:7][CH2:6]2. The catalyst class is: 10.